This data is from Catalyst prediction with 721,799 reactions and 888 catalyst types from USPTO. The task is: Predict which catalyst facilitates the given reaction. (1) Reactant: [CH3:1][O:2][C:3](=[O:12])[C:4]1[CH:9]=[C:8]([Br:10])[CH:7]=[CH:6][C:5]=1[CH3:11].[Br:13]N1C(=O)CCC1=O.[O-]S([O-])(=S)=O.[Na+].[Na+]. Product: [CH3:1][O:2][C:3](=[O:12])[C:4]1[CH:9]=[C:8]([Br:10])[CH:7]=[CH:6][C:5]=1[CH2:11][Br:13]. The catalyst class is: 855. (2) Reactant: Br[C:2]1[N:10]=[CH:9][N:8]=[C:7]2[C:3]=1[N:4]=[CH:5][NH:6]2.[NH2:11][CH:12]([C:14]1[CH:15]=[C:16]([C:31]#[N:32])[C:17]2[CH:18]=[CH:19][CH:20]=[N:21][C:22]=2[C:23]=1[C:24]1[CH:29]=[CH:28][CH:27]=[C:26]([F:30])[CH:25]=1)[CH3:13].C(N(CC)C(C)C)(C)C. Product: [F:30][C:26]1[CH:25]=[C:24]([C:23]2[C:22]3[N:21]=[CH:20][CH:19]=[CH:18][C:17]=3[C:16]([C:31]#[N:32])=[CH:15][C:14]=2[CH:12]([NH:11][C:2]2[N:10]=[CH:9][N:8]=[C:7]3[C:3]=2[N:4]=[CH:5][NH:6]3)[CH3:13])[CH:29]=[CH:28][CH:27]=1. The catalyst class is: 8. (3) Reactant: [Br:1][C:2]1[CH:7]=[CH:6][CH:5]=[C:4]([NH:8][NH2:9])[N:3]=1.[CH:10]1[CH:15]=[C:14]([CH:16]([CH:19]=O)[CH:17]=O)[N:13]=[CH:12][CH:11]=1. Product: [Br:1][C:2]1[CH:7]=[CH:6][CH:5]=[C:4]([N:8]2[CH:19]=[C:16]([C:14]3[CH:15]=[CH:10][CH:11]=[CH:12][N:13]=3)[CH:17]=[N:9]2)[N:3]=1. The catalyst class is: 8. (4) Reactant: [Br:1][C:2]1[CH:6]=[N:5][N:4]([CH3:7])[C:3]=1[NH:8][C:9]1[CH:14]=[CH:13][C:12](I)=[CH:11][CH:10]=1.[Cl:16][C:17]1[CH:18]=[C:19](B(O)O)[CH:20]=[CH:21][C:22]=1[C:23]([F:26])([F:25])[F:24].C(=O)([O-])[O-].[Cs+].[Cs+].COCCOC. Product: [Br:1][C:2]1[CH:6]=[N:5][N:4]([CH3:7])[C:3]=1[NH:8][C:9]1[CH:14]=[CH:13][C:12]([C:19]2[CH:20]=[CH:21][C:22]([C:23]([F:25])([F:26])[F:24])=[C:17]([Cl:16])[CH:18]=2)=[CH:11][CH:10]=1. The catalyst class is: 690. (5) Reactant: Cl.[C:2]([NH:6]/[N:7]=[C:8]1/[CH:9]=[CH:10][C:11]2([CH2:27][CH2:28]/1)[CH2:16][CH2:15][N:14]([C:17]([O:19][CH2:20][C:21]1[CH:26]=[CH:25][CH:24]=[CH:23][CH:22]=1)=[O:18])[CH2:13][CH2:12]2)([CH3:5])([CH3:4])[CH3:3].C(=O)(O)[O-].[Na+]. Product: [C:2]([NH:6]/[N:7]=[C:8]1/[CH:9]=[CH:10][C:11]2([CH2:27][CH2:28]/1)[CH2:12][CH2:13][N:14]([C:17]([O:19][CH2:20][C:21]1[CH:26]=[CH:25][CH:24]=[CH:23][CH:22]=1)=[O:18])[CH2:15][CH2:16]2)([CH3:5])([CH3:3])[CH3:4]. The catalyst class is: 4. (6) Reactant: CC1(C)[O:9][C:8](=[O:10])[C:5]2([CH2:7][CH2:6]2)[C:4](=[O:11])O1.[NH2:13][C:14]1[CH:19]=[CH:18][C:17]([C:20](=[O:22])[CH3:21])=[CH:16][CH:15]=1. Product: [C:20]([C:17]1[CH:18]=[CH:19][C:14]([N:13]2[CH2:6][CH2:7][CH:5]([C:8]([OH:9])=[O:10])[C:4]2=[O:11])=[CH:15][CH:16]=1)(=[O:22])[CH3:21]. The catalyst class is: 8.